Dataset: Full USPTO retrosynthesis dataset with 1.9M reactions from patents (1976-2016). Task: Predict the reactants needed to synthesize the given product. (1) Given the product [C:1]([NH:4][C:5]1[CH:6]=[C:7]2[C:12](=[CH:13][CH:14]=1)[O:11][CH:10]([CH2:15][C:16]([OH:18])=[O:17])[CH2:9][CH2:8]2)(=[O:3])[CH3:2], predict the reactants needed to synthesize it. The reactants are: [C:1]([NH:4][C:5]1[CH:6]=[C:7]2[C:12](=[CH:13][CH:14]=1)[O:11][CH:10]([CH2:15][C:16]([O:18]CC)=[O:17])[CH2:9][CH2:8]2)(=[O:3])[CH3:2].CO.[OH-].[Na+].Cl. (2) Given the product [NH2:16][CH2:15][CH:12]1[CH2:13][CH2:14][N:9]([CH2:8][C:2]2([OH:1])[CH2:7][CH2:6][O:5][CH2:4][CH2:3]2)[CH2:10][CH2:11]1, predict the reactants needed to synthesize it. The reactants are: [OH:1][C:2]1([CH2:8][N:9]2[CH2:14][CH2:13][CH:12]([CH2:15][NH:16]C(=O)OCC3C=CC=CC=3)[CH2:11][CH2:10]2)[CH2:7][CH2:6][O:5][CH2:4][CH2:3]1. (3) Given the product [NH2:1][C:2]1[CH:11]=[CH:10][CH:9]=[C:8]2[C:3]=1[C:4]([OH:18])([C:14]([F:17])([F:15])[F:16])[CH2:5][C:6](=[O:13])[NH:7]2, predict the reactants needed to synthesize it. The reactants are: [NH2:1][C:2]1[CH:11]=[C:10](Cl)[CH:9]=[C:8]2[C:3]=1[C:4]([OH:18])([C:14]([F:17])([F:16])[F:15])[CH2:5][C:6](=[O:13])[NH:7]2.CC([O-])=O.[K+]. (4) Given the product [S:24]([OH:25])(=[O:26])(=[O:5])[CH3:27].[C:11]([CH2:13][NH:14][C:15]([C@@H:17]1[CH2:22][CH2:21][CH2:20][CH2:19][C@H:18]1[CH2:23][S:24]([C:27]1[CH:32]=[CH:31][C:30]([S:33][CH2:34][CH2:35][NH:36][C:3]2[C:2]([Cl:1])=[N:10][CH:9]=[CH:8][CH:7]=2)=[CH:29][CH:28]=1)(=[O:25])=[O:26])=[O:16])#[N:12], predict the reactants needed to synthesize it. The reactants are: [Cl:1][C:2]1[N:10]=[CH:9][CH:8]=[CH:7][C:3]=1C(O)=[O:5].[C:11]([CH2:13][NH:14][C:15]([C@@H:17]1[CH2:22][CH2:21][CH2:20][CH2:19][C@H:18]1[CH2:23][S:24]([C:27]1[CH:32]=[CH:31][C:30]([S:33][CH2:34][CH2:35][NH2:36])=[CH:29][CH:28]=1)(=[O:26])=[O:25])=[O:16])#[N:12].C(N(C(C)C)CC)(C)C. (5) Given the product [Si:1]([O:8][CH2:9][C@@H:10]([N:12]1[C:18]2[N:17]=[CH:16][N:15]=[C:14]([Cl:13])[C:19]=2[CH:20]=[CH:21]1)[CH3:11])([C:4]([CH3:7])([CH3:6])[CH3:5])([CH3:3])[CH3:2], predict the reactants needed to synthesize it. The reactants are: [Si:1]([O:8][CH2:9][C@@H:10]([NH2:12])[CH3:11])([C:4]([CH3:7])([CH3:6])[CH3:5])([CH3:3])[CH3:2].[Cl:13][C:14]1[C:19]([CH2:20][CH:21]=O)=[C:18](Cl)[N:17]=[CH:16][N:15]=1.